Dataset: Forward reaction prediction with 1.9M reactions from USPTO patents (1976-2016). Task: Predict the product of the given reaction. (1) Given the reactants [Cl:1][C:2]1[CH:7]=[CH:6][CH:5]=[C:4]([Cl:8])[C:3]=1[CH:9]1[C:14]([C:15]([O:17][CH3:18])=[O:16])=[C:13]([CH2:19][CH2:20][C:21]2[CH:26]=[CH:25][CH:24]=[CH:23][C:22]=2[N+:27]([O-])=O)[NH:12][C:11]([CH2:30][C:31]([O:33][CH3:34])=[O:32])=[C:10]1[C:35]([O:37][CH3:38])=[O:36], predict the reaction product. The product is: [NH2:27][C:22]1[CH:23]=[CH:24][CH:25]=[CH:26][C:21]=1[CH2:20][CH2:19][C:13]1[NH:12][C:11]([CH2:30][C:31]([O:33][CH3:34])=[O:32])=[C:10]([C:35]([O:37][CH3:38])=[O:36])[CH:9]([C:3]2[C:4]([Cl:8])=[CH:5][CH:6]=[CH:7][C:2]=2[Cl:1])[C:14]=1[C:15]([O:17][CH3:18])=[O:16]. (2) Given the reactants [CH3:1][C:2]([NH:5][CH2:6][C@H:7]([OH:21])[CH2:8][O:9][C:10]1[C:11]([N:15]2[CH2:20][CH2:19][O:18][CH2:17][CH2:16]2)=[N:12][S:13][N:14]=1)([CH3:4])[CH3:3].Cl, predict the reaction product. The product is: [CH3:4][C:2]([NH:5][CH2:6][C@H:7]([OH:21])[CH2:8][O:9][C:10]1[C:11]([N:15]2[CH2:20][CH2:19][O:18][CH2:17][CH2:16]2)=[N:12][S:13][N:14]=1)([CH3:1])[CH3:3].